Dataset: NCI-60 drug combinations with 297,098 pairs across 59 cell lines. Task: Regression. Given two drug SMILES strings and cell line genomic features, predict the synergy score measuring deviation from expected non-interaction effect. (1) Drug 1: C1=CC(=CC=C1CCCC(=O)O)N(CCCl)CCCl. Drug 2: C1=CC=C(C=C1)NC(=O)CCCCCCC(=O)NO. Cell line: OVCAR-8. Synergy scores: CSS=43.1, Synergy_ZIP=-10.2, Synergy_Bliss=-1.60, Synergy_Loewe=-28.4, Synergy_HSA=2.18. (2) Drug 1: C1=NC(=NC(=O)N1C2C(C(C(O2)CO)O)O)N. Drug 2: CC1C(C(CC(O1)OC2CC(OC(C2O)C)OC3=CC4=CC5=C(C(=O)C(C(C5)C(C(=O)C(C(C)O)O)OC)OC6CC(C(C(O6)C)O)OC7CC(C(C(O7)C)O)OC8CC(C(C(O8)C)O)(C)O)C(=C4C(=C3C)O)O)O)O. Cell line: NCIH23. Synergy scores: CSS=61.1, Synergy_ZIP=-0.800, Synergy_Bliss=2.58, Synergy_Loewe=0.284, Synergy_HSA=1.57. (3) Drug 1: CC1CCC2CC(C(=CC=CC=CC(CC(C(=O)C(C(C(=CC(C(=O)CC(OC(=O)C3CCCCN3C(=O)C(=O)C1(O2)O)C(C)CC4CCC(C(C4)OC)OCCO)C)C)O)OC)C)C)C)OC. Drug 2: C1C(C(OC1N2C=NC(=NC2=O)N)CO)O. Cell line: COLO 205. Synergy scores: CSS=29.3, Synergy_ZIP=-6.99, Synergy_Bliss=-0.858, Synergy_Loewe=1.40, Synergy_HSA=3.93. (4) Drug 1: CC1=C(C=C(C=C1)NC2=NC=CC(=N2)N(C)C3=CC4=NN(C(=C4C=C3)C)C)S(=O)(=O)N.Cl. Drug 2: C1=C(C(=O)NC(=O)N1)F. Cell line: HT29. Synergy scores: CSS=40.3, Synergy_ZIP=1.08, Synergy_Bliss=-2.21, Synergy_Loewe=-10.5, Synergy_HSA=-3.46. (5) Drug 1: C1=NC2=C(N1)C(=S)N=C(N2)N. Drug 2: CC1CCCC2(C(O2)CC(NC(=O)CC(C(C(=O)C(C1O)C)(C)C)O)C(=CC3=CSC(=N3)C)C)C. Cell line: 786-0. Synergy scores: CSS=40.0, Synergy_ZIP=1.78, Synergy_Bliss=1.31, Synergy_Loewe=1.64, Synergy_HSA=1.17. (6) Drug 1: CN1CCC(CC1)COC2=C(C=C3C(=C2)N=CN=C3NC4=C(C=C(C=C4)Br)F)OC. Drug 2: C1CNP(=O)(OC1)N(CCCl)CCCl. Cell line: 786-0. Synergy scores: CSS=6.20, Synergy_ZIP=-0.788, Synergy_Bliss=2.99, Synergy_Loewe=-6.80, Synergy_HSA=0.955. (7) Drug 1: C1=CN(C(=O)N=C1N)C2C(C(C(O2)CO)O)O.Cl. Drug 2: C1CN1C2=NC(=NC(=N2)N3CC3)N4CC4. Cell line: UO-31. Synergy scores: CSS=35.5, Synergy_ZIP=-7.57, Synergy_Bliss=-4.80, Synergy_Loewe=0.306, Synergy_HSA=1.58.